Dataset: Full USPTO retrosynthesis dataset with 1.9M reactions from patents (1976-2016). Task: Predict the reactants needed to synthesize the given product. Given the product [ClH:21].[F:14][C:11]1([F:13])[CH2:12][NH:8][C@H:9]([CH:15]([CH3:20])[CH2:16][C:17]([OH:19])=[O:18])[CH2:10]1, predict the reactants needed to synthesize it. The reactants are: C(OC([N:8]1[CH2:12][C:11]([F:14])([F:13])[CH2:10][C@H:9]1[CH:15]([CH3:20])[CH2:16][C:17]([OH:19])=[O:18])=O)(C)(C)C.[ClH:21].